This data is from Peptide-MHC class I binding affinity with 185,985 pairs from IEDB/IMGT. The task is: Regression. Given a peptide amino acid sequence and an MHC pseudo amino acid sequence, predict their binding affinity value. This is MHC class I binding data. (1) The peptide sequence is FLPSDYFPSV. The MHC is Mamu-A2201 with pseudo-sequence Mamu-A2201. The binding affinity (normalized) is 0. (2) The peptide sequence is SPPITWPLL. The MHC is HLA-B35:01 with pseudo-sequence HLA-B35:01. The binding affinity (normalized) is 0.0641. (3) The peptide sequence is LPYVGDTSMM. The MHC is HLA-B53:01 with pseudo-sequence HLA-B53:01. The binding affinity (normalized) is 0.163. (4) The peptide sequence is ITTESIVIW. The MHC is HLA-A02:01 with pseudo-sequence HLA-A02:01. The binding affinity (normalized) is 0.183. (5) The peptide sequence is ILKGKFQTA. The MHC is HLA-B40:01 with pseudo-sequence HLA-B40:01. The binding affinity (normalized) is 0.0847. (6) The peptide sequence is SRAIWYMWL. The MHC is HLA-B48:01 with pseudo-sequence HLA-B48:01. The binding affinity (normalized) is 0.0847. (7) The peptide sequence is NTDHPLSINV. The MHC is HLA-A02:03 with pseudo-sequence HLA-A02:03. The binding affinity (normalized) is 0.411. (8) The peptide sequence is APAKKAAAK. The MHC is HLA-B35:01 with pseudo-sequence HLA-B35:01. The binding affinity (normalized) is 0.0847.